From a dataset of Full USPTO retrosynthesis dataset with 1.9M reactions from patents (1976-2016). Predict the reactants needed to synthesize the given product. (1) Given the product [F:35][C:36]([F:41])([F:40])[C:37]([OH:39])=[O:38].[Cl:26][C:22]1[CH:21]=[C:20]2[NH:19][C:18](=[O:27])[C:10]3([CH:9]([C:28]4[CH:33]=[CH:32][CH:31]=[C:30]([Cl:34])[CH:29]=4)[CH:8]([C:6]([OH:7])=[O:5])[NH:12][CH:11]3[CH2:13][C:14]([CH3:16])([CH3:15])[CH3:17])[C:25]2=[CH:24][CH:23]=1, predict the reactants needed to synthesize it. The reactants are: C([O:5][C:6]([CH:8]1[NH:12][CH:11]([CH2:13][C:14]([CH3:17])([CH3:16])[CH3:15])[C:10]2([C:25]3[C:20](=[CH:21][C:22]([Cl:26])=[CH:23][CH:24]=3)[NH:19][C:18]2=[O:27])[CH:9]1[C:28]1[CH:33]=[CH:32][CH:31]=[C:30]([Cl:34])[CH:29]=1)=[O:7])(C)(C)C.[F:35][C:36]([F:41])([F:40])[C:37]([OH:39])=[O:38]. (2) The reactants are: [Cl:1][C:2]1[S:6][C:5]([C:7]([NH:9][CH2:10][C:11]2[N:12]=[CH:13][N:14]([C:16]3[CH:21]=[CH:20][C:19]([N:22]4[CH:27]=[CH:26][CH:25]=[C:24]([OH:28])[C:23]4=[O:29])=[CH:18][CH:17]=3)[CH:15]=2)=[O:8])=[CH:4][CH:3]=1.Br[CH2:31][CH2:32][OH:33].C([O-])([O-])=O.[Cs+].[Cs+]. Given the product [Cl:1][C:2]1[S:6][C:5]([C:7]([NH:9][CH2:10][C:11]2[N:12]=[CH:13][N:14]([C:16]3[CH:17]=[CH:18][C:19]([N:22]4[CH:27]=[CH:26][CH:25]=[C:24]([O:28][CH2:31][CH2:32][OH:33])[C:23]4=[O:29])=[CH:20][CH:21]=3)[CH:15]=2)=[O:8])=[CH:4][CH:3]=1, predict the reactants needed to synthesize it.